From a dataset of Full USPTO retrosynthesis dataset with 1.9M reactions from patents (1976-2016). Predict the reactants needed to synthesize the given product. (1) Given the product [CH3:35][S:36]([O:25][CH2:24][C:15]1[N:14]([CH3:26])[C:13](=[O:27])[C:12]2[N:8]([CH2:1][C:2]3[CH:7]=[CH:6][CH:5]=[CH:4][CH:3]=3)[CH:9]=[CH:10][C:11]=2[C:16]=1[C:17]1[CH:22]=[CH:21][C:20]([Cl:23])=[CH:19][CH:18]=1)(=[O:38])=[O:37], predict the reactants needed to synthesize it. The reactants are: [CH2:1]([N:8]1[C:12]2[C:13](=[O:27])[N:14]([CH3:26])[C:15]([CH2:24][OH:25])=[C:16]([C:17]3[CH:22]=[CH:21][C:20]([Cl:23])=[CH:19][CH:18]=3)[C:11]=2[CH:10]=[CH:9]1)[C:2]1[CH:7]=[CH:6][CH:5]=[CH:4][CH:3]=1.CCN(CC)CC.[CH3:35][S:36](Cl)(=[O:38])=[O:37]. (2) Given the product [CH2:1]([C:5]1[N:6]=[C:7]([CH3:27])[N:8]([C:35]2[CH:34]=[CH:33][CH:32]=[C:31]([CH:28]([CH3:30])[CH3:29])[CH:36]=2)[C:9](=[O:26])[C:10]=1[CH2:11][C:12]1[CH:17]=[CH:16][C:15]([C:18]2[C:19]([C:24]#[N:25])=[CH:20][CH:21]=[CH:22][CH:23]=2)=[CH:14][CH:13]=1)[CH2:2][CH2:3][CH3:4], predict the reactants needed to synthesize it. The reactants are: [CH2:1]([C:5]1[N:6]=[C:7]([CH3:27])[NH:8][C:9](=[O:26])[C:10]=1[CH2:11][C:12]1[CH:17]=[CH:16][C:15]([C:18]2[C:19]([C:24]#[N:25])=[CH:20][CH:21]=[CH:22][CH:23]=2)=[CH:14][CH:13]=1)[CH2:2][CH2:3][CH3:4].[CH:28]([C:31]1[CH:32]=[C:33](B(O)O)[CH:34]=[CH:35][CH:36]=1)([CH3:30])[CH3:29].C(N(CC)CC)C.N1C=CC=CC=1. (3) Given the product [CH3:21][C:22]1([CH3:38])[C:26]([CH3:28])([CH3:27])[O:25][B:24]([C:2]2[CH:3]=[CH:4][C:5]3[O:9][C:8]([C:10]4[CH:15]=[CH:14][C:13]([C:16]([F:19])([F:18])[F:17])=[CH:12][CH:11]=4)=[N:7][C:6]=3[CH:20]=2)[O:23]1, predict the reactants needed to synthesize it. The reactants are: Br[C:2]1[CH:3]=[CH:4][C:5]2[O:9][C:8]([C:10]3[CH:15]=[CH:14][C:13]([C:16]([F:19])([F:18])[F:17])=[CH:12][CH:11]=3)=[N:7][C:6]=2[CH:20]=1.[CH3:21][C:22]1([CH3:38])[C:26]([CH3:28])([CH3:27])[O:25][B:24]([B:24]2[O:25][C:26]([CH3:28])([CH3:27])[C:22]([CH3:38])([CH3:21])[O:23]2)[O:23]1.C([O-])(=O)C.[K+].C(Cl)Cl. (4) Given the product [CH3:27][N:25]1[CH2:20][CH2:19][C:24]2[C:6]3[C:5](=[CH:4][CH:3]=[C:2]([CH3:10])[CH:7]=3)[N:8]([CH2:12][C:13]([O:15][C:16]3[CH:17]=[CH:99][C:94]([F:93])=[CH:95][CH:96]=3)=[O:14])[C:23]=2[CH2:22]1, predict the reactants needed to synthesize it. The reactants are: Cl.[C:2]1([CH3:10])[CH:7]=[CH:6][C:5]([NH:8]N)=[CH:4][CH:3]=1.Br[CH2:12][C:13]([O:15][CH2:16][CH3:17])=[O:14].C[C:19]1[CH:24]=[CH:23][C:22]([N:25]([CH2:27]C(OCC)=O)N)=C[CH:20]=1.C(OC(OCC)CCCNC)C.CC1C=C2C(=CC=1)N(CC(OCC)=O)C=C2CCNC.C=O.C(O)(C(F)(F)F)=O.CC1C=C2C(=CC=1)N(CC(O)=O)C1CN(C)CCC2=1.[F:93][C:94]1[CH:99]=CC(O)=[CH:96][CH:95]=1.CCN=C=NCCCN(C)C. (5) The reactants are: [Br:1][C:2]1[N:3]=[C:4]([CH:16]=O)[N:5]([CH2:8][O:9][CH2:10][CH2:11][Si:12]([CH3:15])([CH3:14])[CH3:13])[C:6]=1[Br:7].[CH3:18][C:19]([S@@:22]([NH2:24])=[O:23])([CH3:21])[CH3:20]. Given the product [Br:1][C:2]1[N:3]=[C:4](/[CH:16]=[N:24]/[S@:22]([C:19]([CH3:21])([CH3:20])[CH3:18])=[O:23])[N:5]([CH2:8][O:9][CH2:10][CH2:11][Si:12]([CH3:15])([CH3:14])[CH3:13])[C:6]=1[Br:7], predict the reactants needed to synthesize it. (6) Given the product [Cl:1][C:2]1[CH:3]=[CH:4][C:5]2[N:6]([C:8]([CH2:11][C:13]3[CH:14]=[C:15]4[C:19](=[CH:20][C:21]=3[F:22])[N:18]([CH3:23])[N:17]=[CH:16]4)=[CH:9][N:10]=2)[N:7]=1, predict the reactants needed to synthesize it. The reactants are: [Cl:1][C:2]1[CH:3]=[CH:4][C:5]2[N:6]([C:8]([CH:11]([C:13]3[CH:14]=[C:15]4[C:19](=[CH:20][C:21]=3[F:22])[N:18]([CH3:23])[N:17]=[CH:16]4)C)=[CH:9][N:10]=2)[N:7]=1.ClC1C=CC2N(C(C(C3C=C4C(=CC=3F)N(C)N=C4)O)=CN=2)N=1.